This data is from Full USPTO retrosynthesis dataset with 1.9M reactions from patents (1976-2016). The task is: Predict the reactants needed to synthesize the given product. Given the product [C:11]1([N:17]2[C:5]([NH2:6])=[CH:4][C:3]([C:2]([F:9])([F:8])[F:1])=[N:18]2)[CH:16]=[CH:15][CH:14]=[CH:13][CH:12]=1, predict the reactants needed to synthesize it. The reactants are: [F:1][C:2]([F:9])([F:8])[C:3](=O)[CH2:4][C:5]#[N:6].Cl.[C:11]1([NH:17][NH2:18])[CH:16]=[CH:15][CH:14]=[CH:13][CH:12]=1.O.C([O-])(O)=O.[Na+].